From a dataset of NCI-60 drug combinations with 297,098 pairs across 59 cell lines. Regression. Given two drug SMILES strings and cell line genomic features, predict the synergy score measuring deviation from expected non-interaction effect. (1) Drug 1: COC1=CC(=CC(=C1O)OC)C2C3C(COC3=O)C(C4=CC5=C(C=C24)OCO5)OC6C(C(C7C(O6)COC(O7)C8=CC=CS8)O)O. Drug 2: CCN(CC)CCNC(=O)C1=C(NC(=C1C)C=C2C3=C(C=CC(=C3)F)NC2=O)C. Cell line: MDA-MB-231. Synergy scores: CSS=26.5, Synergy_ZIP=-9.10, Synergy_Bliss=-0.868, Synergy_Loewe=-12.9, Synergy_HSA=-3.01. (2) Drug 1: CC1C(C(CC(O1)OC2CC(CC3=C2C(=C4C(=C3O)C(=O)C5=C(C4=O)C(=CC=C5)OC)O)(C(=O)CO)O)N)O.Cl. Drug 2: C1=CC(=CC=C1CC(C(=O)O)N)N(CCCl)CCCl.Cl. Cell line: RPMI-8226. Synergy scores: CSS=39.3, Synergy_ZIP=2.48, Synergy_Bliss=2.83, Synergy_Loewe=-14.2, Synergy_HSA=4.41.